Task: Predict the reactants needed to synthesize the given product.. Dataset: Full USPTO retrosynthesis dataset with 1.9M reactions from patents (1976-2016) (1) Given the product [CH2:30]([CH:23]([CH2:24][CH2:25][CH2:26][CH2:27][CH2:28][CH3:29])[CH2:22][O:21][C:13]1[C:14]2[S:20][C:19]([Sn:54]([CH3:56])([CH3:55])[CH3:53])=[CH:18][C:15]=2[C:16]2[CH:17]=[C:8]([O:7][CH2:6][CH:5]([CH2:1][CH2:2][CH2:3][CH3:4])[CH2:37][CH2:38][CH2:39][CH2:40][CH2:41][CH3:42])[C:9]3[S:36][C:35]([Sn:54]([CH3:56])([CH3:55])[CH3:53])=[CH:34][C:10]=3[C:11]=2[CH:12]=1)[CH2:31][CH2:32][CH3:33], predict the reactants needed to synthesize it. The reactants are: [CH2:1]([CH:5]([CH2:37][CH2:38][CH2:39][CH2:40][CH2:41][CH3:42])[CH2:6][O:7][C:8]1[C:9]2[S:36][CH:35]=[CH:34][C:10]=2[C:11]2[CH:12]=[C:13]([O:21][CH2:22][CH:23]([CH2:30][CH2:31][CH2:32][CH3:33])[CH2:24][CH2:25][CH2:26][CH2:27][CH2:28][CH3:29])[C:14]3[S:20][CH:19]=[CH:18][C:15]=3[C:16]=2[CH:17]=1)[CH2:2][CH2:3][CH3:4].C1COCC1.[Li+].CCC[CH2-].[CH3:53][Sn:54](Cl)([CH3:56])[CH3:55]. (2) Given the product [Cl:1][C:2]1[CH:10]=[C:9]([CH:11]=[O:12])[CH:8]=[C:7]2[C:3]=1[CH:4]=[N:5][NH:6]2, predict the reactants needed to synthesize it. The reactants are: [Cl:1][C:2]1[CH:10]=[C:9]([CH2:11][OH:12])[CH:8]=[C:7]2[C:3]=1[CH:4]=[N:5][NH:6]2.C1C=C[NH+]=CC=1.C1C=C[NH+]=CC=1.[O-][Cr](O[Cr]([O-])(=O)=O)(=O)=O. (3) Given the product [Br:9][C:10]1[N:15]=[CH:14][C:13]2[C:16]([Cl:8])=[C:17]([C:19]3[CH:20]=[N:21][N:22]([CH3:24])[CH:23]=3)[NH:18][C:12]=2[CH:11]=1, predict the reactants needed to synthesize it. The reactants are: C1C(=O)N([Cl:8])C(=O)C1.[Br:9][C:10]1[N:15]=[CH:14][C:13]2[CH:16]=[C:17]([C:19]3[CH:20]=[N:21][N:22]([CH3:24])[CH:23]=3)[NH:18][C:12]=2[CH:11]=1. (4) Given the product [Br:1][C:2]1[S:6][C:5]([NH:7][C:18]([C:8]23[CH2:17][CH:12]4[CH2:11][CH:10]([CH2:16][CH:14]([CH2:13]4)[CH2:15]2)[CH2:9]3)=[O:19])=[N:4][CH:3]=1, predict the reactants needed to synthesize it. The reactants are: [Br:1][C:2]1[S:6][C:5]([NH2:7])=[N:4][CH:3]=1.[C:8]12([C:18](Cl)=[O:19])[CH2:17][CH:12]3[CH2:13][CH:14]([CH2:16][CH:10]([CH2:11]3)[CH2:9]1)[CH2:15]2.C(N(CC)CC)C. (5) Given the product [CH2:7]([O:9][C:10]1[CH:15]=[CH:14][CH:13]=[CH:12][C:11]=1[O:16][CH2:18][C:19]#[N:20])[CH3:8], predict the reactants needed to synthesize it. The reactants are: C(=O)([O-])[O-].[K+].[K+].[CH2:7]([O:9][C:10]1[CH:15]=[CH:14][CH:13]=[CH:12][C:11]=1[OH:16])[CH3:8].Cl[CH2:18][C:19]#[N:20].N. (6) Given the product [C:9]([C@@H:5]1[CH2:6][C@@H:7]2[C@@:2]([CH3:1])([O:8]2)[C:3](=[O:12])[CH2:4]1)([CH3:11])=[CH2:10], predict the reactants needed to synthesize it. The reactants are: [CH3:1][C:2]1[C:7](=[O:8])[CH2:6][CH:5]([C:9]([CH3:11])=[CH2:10])[CH2:4][CH:3]=1.[OH:12]O.[OH-].[Na+].